This data is from Reaction yield outcomes from USPTO patents with 853,638 reactions. The task is: Predict the reaction yield, written as a fraction of the theoretical maximum amount of product (1.0 means a 100% yield; for example, 0.34 means a 34% yield). (1) The reactants are [F:1][C:2]1[CH:30]=[C:29]([N+:31]([O-])=O)[CH:28]=[CH:27][C:3]=1[O:4][C:5]1[CH:10]=[CH:9][N:8]=[C:7]2[CH:11]=[C:12]([C:14]3[N:19]=[CH:18][C:17]([CH2:20][N:21]4[CH2:26][CH2:25][O:24][CH2:23][CH2:22]4)=[CH:16][CH:15]=3)[S:13][C:6]=12.[Cl-].[NH4+]. The catalyst is O.C(O)C.[Fe]. The product is [F:1][C:2]1[CH:30]=[C:29]([CH:28]=[CH:27][C:3]=1[O:4][C:5]1[CH:10]=[CH:9][N:8]=[C:7]2[CH:11]=[C:12]([C:14]3[CH:15]=[CH:16][C:17]([CH2:20][N:21]4[CH2:22][CH2:23][O:24][CH2:25][CH2:26]4)=[CH:18][N:19]=3)[S:13][C:6]=12)[NH2:31]. The yield is 0.336. (2) The reactants are Br[CH2:2][C:3]1[O:4][CH:5]=[C:6]([OH:10])[C:7](=[O:9])[CH:8]=1.[NH:11]1[CH2:16][CH2:15][O:14][CH2:13][CH2:12]1. The catalyst is C(#N)C. The product is [OH:10][C:6]1[C:7](=[O:9])[CH:8]=[C:3]([CH2:2][N:11]2[CH2:16][CH2:15][O:14][CH2:13][CH2:12]2)[O:4][CH:5]=1. The yield is 0.720. (3) The reactants are [H-].[H-].[H-].[H-].[Li+].[Al+3].C1COCC1.[CH3:12][C@@H:13]1[N:18]([CH3:19])[C@@H:17]([CH3:20])[CH2:16][NH:15][C:14]1=O. The product is [CH3:19][N:18]1[C@@H:13]([CH3:12])[CH2:14][NH:15][CH2:16][C@@H:17]1[CH3:20]. The yield is 0.930. No catalyst specified. (4) The yield is 0.930. The catalyst is O1CCOCC1.ClCCl. The product is [CH3:16][O:15][C@:8]1([C:9]2[CH:14]=[CH:13][CH:12]=[CH:11][CH:10]=2)[CH2:7][CH2:6][NH:5][CH2:4][C@@H:3]1[OH:2]. The reactants are Cl.[OH:2][C@@H:3]1[C@@:8]([O:15][CH3:16])([C:9]2[CH:14]=[CH:13][CH:12]=[CH:11][CH:10]=2)[CH2:7][CH2:6][N:5](C(OC(C)(C)C)=O)[CH2:4]1. (5) The reactants are Br[CH2:2][C:3]1[CH:12]=[CH:11][CH:10]=[CH:9][C:4]=1[C:5]([O:7][CH3:8])=[O:6].[CH2:13]([O:15][C:16]([C:18]1[CH:23]=[CH:22][C:21](B(O)O)=[C:20]([N+:27]([O-:29])=[O:28])[CH:19]=1)=[O:17])[CH3:14].C([O-])([O-])=O.[Na+].[Na+]. The catalyst is COCCOC.COCCOC.CCO.C1C=CC([P]([Pd]([P](C2C=CC=CC=2)(C2C=CC=CC=2)C2C=CC=CC=2)([P](C2C=CC=CC=2)(C2C=CC=CC=2)C2C=CC=CC=2)[P](C2C=CC=CC=2)(C2C=CC=CC=2)C2C=CC=CC=2)(C2C=CC=CC=2)C2C=CC=CC=2)=CC=1. The product is [CH2:13]([O:15][C:16](=[O:17])[C:18]1[CH:23]=[CH:22][C:21]([CH2:2][C:3]2[CH:12]=[CH:11][CH:10]=[CH:9][C:4]=2[C:5]([O:7][CH3:8])=[O:6])=[C:20]([N+:27]([O-:29])=[O:28])[CH:19]=1)[CH3:14]. The yield is 0.650. (6) The reactants are Br[C:2]1[S:3][CH:4]=[CH:5][C:6]=1[C:7]([O:9]C)=O.Cl.[NH2:12][C:13]1[CH:18]=[C:17]([C:19]([O:21][CH3:22])=[O:20])[CH:16]=[CH:15][C:14]=1B(O)O.C([O-])(=O)C.[Na+].O. The catalyst is CN(C=O)C.C1C=CC(P(C2C=CC=CC=2)[C-]2C=CC=C2)=CC=1.C1C=CC(P(C2C=CC=CC=2)[C-]2C=CC=C2)=CC=1.Cl[Pd]Cl.[Fe+2]. The product is [O:9]=[C:7]1[C:6]2[CH:5]=[CH:4][S:3][C:2]=2[C:14]2[CH:15]=[CH:16][C:17]([C:19]([O:21][CH3:22])=[O:20])=[CH:18][C:13]=2[NH:12]1. The yield is 0.500. (7) The reactants are [OH-].[K+].[C:3]([O:7][C:8]([N:10]1[CH2:14][CH2:13][C:12]([CH2:26][C:27]2[CH:32]=[CH:31][CH:30]=[CH:29][CH:28]=2)([C:15]([C:17]2[CH:18]=[C:19]3[C:23](=[CH:24][CH:25]=2)[NH:22][CH:21]=[CH:20]3)=[O:16])[CH2:11]1)=[O:9])([CH3:6])([CH3:5])[CH3:4].[I:33]I.[H-].[Na+].[C:37]1([S:43](Cl)(=[O:45])=[O:44])[CH:42]=[CH:41][CH:40]=[CH:39][CH:38]=1. The catalyst is CN(C=O)C. The product is [C:3]([O:7][C:8]([N:10]1[CH2:14][CH2:13][C:12]([C:15]([C:17]2[CH:18]=[C:19]3[C:23](=[CH:24][CH:25]=2)[N:22]([S:43]([C:37]2[CH:42]=[CH:41][CH:40]=[CH:39][CH:38]=2)(=[O:45])=[O:44])[CH:21]=[C:20]3[I:33])=[O:16])([CH2:26][C:27]2[CH:28]=[CH:29][CH:30]=[CH:31][CH:32]=2)[CH2:11]1)=[O:9])([CH3:6])([CH3:4])[CH3:5]. The yield is 0.910. (8) The reactants are [C:1]([CH2:9][C:10]([O:12][CH2:13][CH3:14])=[O:11])(=O)C1C=CC=CC=1.C([OH:17])C.Cl.[H][H].[CH3:21][CH2:22][CH2:23][CH2:24][CH2:25][CH3:26].C(O)(C)C. The catalyst is [Ru]. The product is [OH:17][C:23]1[CH:22]=[C:21]([C@H:9]([CH3:1])[C:10]([O:12][CH2:13][CH3:14])=[O:11])[CH:26]=[CH:25][CH:24]=1. The yield is 1.00.